Dataset: Full USPTO retrosynthesis dataset with 1.9M reactions from patents (1976-2016). Task: Predict the reactants needed to synthesize the given product. (1) The reactants are: N([O-])=[O:2].[Na+].N[C@H:6]([C:14]([OH:16])=[O:15])[CH2:7][C:8]1[CH:13]=[CH:12][CH:11]=[CH:10][CH:9]=1. Given the product [C:8]1([CH2:7][CH:6]([OH:2])[C:14]([OH:16])=[O:15])[CH:13]=[CH:12][CH:11]=[CH:10][CH:9]=1, predict the reactants needed to synthesize it. (2) The reactants are: [C:1]([CH2:4][CH2:5][CH2:6][N:7]([CH3:68])[C@H:8]([C:12]([NH:14][C@H:15]([C:19]([N:21]([C@@H:23]([C@@H:64]([CH3:67])[CH2:65][CH3:66])[C@H:24]([O:62][CH3:63])[CH2:25][C:26]([N:28]1[CH2:32][CH2:31][CH2:30][C@H:29]1[C@H:33]([O:60][CH3:61])[C@@H:34]([CH3:59])[C:35]([NH:37][C@@H:38]([CH2:49][C:50]1[C:58]2[C:53](=[CH:54][CH:55]=[CH:56][CH:57]=2)[NH:52][CH:51]=1)[C:39]([NH:41][CH2:42][C:43]1[CH:48]=[CH:47][CH:46]=[CH:45][CH:44]=1)=[O:40])=[O:36])=[O:27])[CH3:22])=[O:20])[CH:16]([CH3:18])[CH3:17])=[O:13])[CH:9]([CH3:11])[CH3:10])(O)=[O:2].[O:69]=[C:70]1[CH:74]=[CH:73][C:72](=[O:75])[N:71]1[CH2:76][CH2:77][CH2:78][CH2:79][CH2:80][C:81]([NH:83][NH2:84])=[O:82]. Given the product [O:75]=[C:72]1[CH:73]=[CH:74][C:70](=[O:69])[N:71]1[CH2:76][CH2:77][CH2:78][CH2:79][CH2:80][C:81]([NH:83][NH:84][C:1](=[O:2])[CH2:4][CH2:5][CH2:6][N:7]([CH3:68])[C@H:8]([C:12]([NH:14][C@H:15]([C:19]([N:21]([C@@H:23]([C@@H:64]([CH3:67])[CH2:65][CH3:66])[C@H:24]([O:62][CH3:63])[CH2:25][C:26]([N:28]1[CH2:32][CH2:31][CH2:30][C@H:29]1[C@H:33]([O:60][CH3:61])[C@@H:34]([CH3:59])[C:35]([NH:37][C@@H:38]([CH2:49][C:50]1[C:58]2[C:53](=[CH:54][CH:55]=[CH:56][CH:57]=2)[NH:52][CH:51]=1)[C:39]([NH:41][CH2:42][C:43]1[CH:44]=[CH:45][CH:46]=[CH:47][CH:48]=1)=[O:40])=[O:36])=[O:27])[CH3:22])=[O:20])[CH:16]([CH3:17])[CH3:18])=[O:13])[CH:9]([CH3:11])[CH3:10])=[O:82], predict the reactants needed to synthesize it. (3) Given the product [OH:9][C@H:8]1[C@@H:10]2[CH2:11][N:12]([CH2:13][CH2:14][CH2:15]2)[C:16]2=[N:17][N:18]([C:19](=[O:22])[CH:20]=[CH:21]2)[CH2:23][C:24]2=[CH:25][C:26](=[CH:30][CH:31]=[CH:32]2)[C:27](=[O:29])[NH:1][C:2]2[N:6]([C:5]3[CH:33]=[CH:34][CH:35]=[CH:36][C:4]=3[N:3]=2)[CH2:7]1, predict the reactants needed to synthesize it. The reactants are: [NH2:1][C:2]1[N:6]([CH2:7][CH:8]([CH:10]2[CH2:15][CH2:14][CH2:13][N:12]([C:16]3[CH:21]=[CH:20][C:19](=[O:22])[N:18]([CH2:23][C:24]4[CH:25]=[C:26]([CH:30]=[CH:31][CH:32]=4)[C:27]([O-:29])=O)[N:17]=3)[CH2:11]2)[OH:9])[C:5]2[CH:33]=[CH:34][CH:35]=[CH:36][C:4]=2[N:3]=1.[K+].ON1C2N=CC=CC=2N=N1.CN(C(ON1N=NC2C=CC=NC1=2)=[N+](C)C)C.F[P-](F)(F)(F)(F)F.C(N(CC)C(C)C)(C)C. (4) Given the product [Cl:1][C:2]1[CH:3]=[C:4]([N:12]2[C:16]3[CH:17]=[C:18]([F:21])[CH:19]=[CH:20][C:15]=3[N:14]=[C:13]2[CH3:22])[N:5]=[C:6]([NH:29][C:28]2[CH:30]=[CH:31][C:25]([C:24]([F:23])([F:32])[F:33])=[CH:26][CH:27]=2)[N:7]=1, predict the reactants needed to synthesize it. The reactants are: [Cl:1][C:2]1[N:7]=[C:6](S(C)(=O)=O)[N:5]=[C:4]([N:12]2[C:16]3[CH:17]=[C:18]([F:21])[CH:19]=[CH:20][C:15]=3[N:14]=[C:13]2[CH3:22])[CH:3]=1.[F:23][C:24]([F:33])([F:32])[C:25]1[CH:31]=[CH:30][C:28]([NH2:29])=[CH:27][CH:26]=1.CN(C=O)C.CCC([O-])(C)C.[Na+]. (5) Given the product [CH3:34][N:35]([CH3:36])[C:4](=[O:6])[CH2:3][N:2]([CH3:1])[C:7]1[C:15]2[C:10](=[CH:11][CH:12]=[C:13]([N+:16]([O-:18])=[O:17])[CH:14]=2)[NH:9][N:8]=1, predict the reactants needed to synthesize it. The reactants are: [CH3:1][N:2]([C:7]1[C:15]2[C:10](=[CH:11][CH:12]=[C:13]([N+:16]([O-:18])=[O:17])[CH:14]=2)[NH:9][N:8]=1)[CH2:3][C:4]([OH:6])=O.C(Cl)CCl.C1C=CC2N(O)N=NC=2C=1.C[CH2:34][N:35](CC)[CH2:36]C.CNC. (6) Given the product [C:32]([C:18]1[C:19]([F:20])=[C:10]([Cl:9])[C:11]([N:21]2[CH2:22][C@H:23]([CH3:28])[O:24][C@H:25]([CH3:27])[CH2:26]2)=[C:12]([CH:17]=1)[C:13]([O:15][CH3:16])=[O:14])(=[O:34])[CH3:33], predict the reactants needed to synthesize it. The reactants are: [Li+].CC([N-]C(C)C)C.[Cl:9][C:10]1[C:11]([N:21]2[CH2:26][C@H:25]([CH3:27])[O:24][C@H:23]([CH3:28])[CH2:22]2)=[C:12]([CH:17]=[CH:18][C:19]=1[F:20])[C:13]([O:15][CH3:16])=[O:14].CON(C)[C:32](=[O:34])[CH3:33]. (7) The reactants are: C(=O)([O-])[O-].[K+].[K+].Cl[CH2:8][CH2:9][CH2:10][OH:11].[OH:12][C:13]1[CH:14]=[C:15]([C:21](=[O:26])[CH2:22][CH:23]([CH3:25])[CH3:24])[CH:16]=[CH:17][C:18]=1[O:19][CH3:20]. Given the product [OH:11][CH2:10][CH2:9][CH2:8][O:12][C:13]1[CH:14]=[C:15]([C:21](=[O:26])[CH2:22][CH:23]([CH3:24])[CH3:25])[CH:16]=[CH:17][C:18]=1[O:19][CH3:20], predict the reactants needed to synthesize it. (8) Given the product [CH:2]([C:3]1[O:7][C:6]([CH2:8][N:9]([CH2:22][C:23]([F:26])([F:25])[F:24])[C:10]2[CH:17]=[CH:16][C:13]([C:14]#[N:15])=[C:12]([C:18]([F:19])([F:20])[F:21])[CH:11]=2)=[CH:5][CH:4]=1)=[O:1], predict the reactants needed to synthesize it. The reactants are: [OH:1][CH2:2][C:3]1[O:7][C:6]([CH2:8][N:9]([CH2:22][C:23]([F:26])([F:25])[F:24])[C:10]2[CH:17]=[CH:16][C:13]([C:14]#[N:15])=[C:12]([C:18]([F:21])([F:20])[F:19])[CH:11]=2)=[CH:5][CH:4]=1. (9) Given the product [CH:1]1([C:4]2[N:8]([CH3:9])[C:7]3[C:10]([C:21]([N:32]([O:31][CH3:27])[CH3:33])=[O:22])=[CH:11][C:12]([C:14]4[C:15]([CH3:20])=[N:16][O:17][C:18]=4[CH3:19])=[CH:13][C:6]=3[N:5]=2)[CH2:2][CH2:3]1, predict the reactants needed to synthesize it. The reactants are: [CH:1]1([C:4]2[N:8]([CH3:9])[C:7]3[C:10]([C:21](O)=[O:22])=[CH:11][C:12]([C:14]4[C:15]([CH3:20])=[N:16][O:17][C:18]=4[CH3:19])=[CH:13][C:6]=3[N:5]=2)[CH2:3][CH2:2]1.CN([C:27]([O:31][N:32]1N=NC2C=CC=N[C:33]1=2)=[N+](C)C)C.F[P-](F)(F)(F)(F)F.Cl.CCN(C(C)C)C(C)C.